Dataset: Full USPTO retrosynthesis dataset with 1.9M reactions from patents (1976-2016). Task: Predict the reactants needed to synthesize the given product. (1) The reactants are: C([O:4][C:5]1[C:6]([O:11][CH2:12][C:13]([O:15][CH3:16])=[O:14])=[N:7][CH:8]=[CH:9][CH:10]=1)(=O)C.C(=O)([O-])[O-].[K+].[K+].CO. Given the product [OH:4][C:5]1[C:6]([O:11][CH2:12][C:13]([O:15][CH3:16])=[O:14])=[N:7][CH:8]=[CH:9][CH:10]=1, predict the reactants needed to synthesize it. (2) Given the product [Cl:48][C:45]1[CH:46]=[CH:47][C:42]([C:41]#[C:40][N:8]2[C:9]3[C:14](=[CH:13][C:12]([CH3:15])=[CH:11][CH:10]=3)[C:6]3[CH2:5][CH2:4][N:3]([CH3:16])[CH:2]([CH3:1])[C:7]2=3)=[CH:43][CH:44]=1, predict the reactants needed to synthesize it. The reactants are: [CH3:1][CH:2]1[C:7]2[NH:8][C:9]3[C:14]([C:6]=2[CH2:5][CH2:4][N:3]1[CH3:16])=[CH:13][C:12]([CH3:15])=[CH:11][CH:10]=3.N1C2C(=CC=C3C=2N=CC=C3)C=CC=1.[O-]P([O-])([O-])=O.[K+].[K+].[K+].Br[C:40]#[C:41][C:42]1[CH:47]=[CH:46][C:45]([Cl:48])=[CH:44][CH:43]=1.